From a dataset of Full USPTO retrosynthesis dataset with 1.9M reactions from patents (1976-2016). Predict the reactants needed to synthesize the given product. Given the product [Cl:1][C:2]1[C:7]2[N:8]=[CH:10][NH:9][C:6]=2[CH:5]=[CH:4][N:3]=1, predict the reactants needed to synthesize it. The reactants are: [Cl:1][C:2]1[C:7]([NH2:8])=[C:6]([NH2:9])[CH:5]=[CH:4][N:3]=1.[CH:10]([O-])([O-])OCC.